This data is from Reaction yield outcomes from USPTO patents with 853,638 reactions. The task is: Predict the reaction yield, written as a fraction of the theoretical maximum amount of product (1.0 means a 100% yield; for example, 0.34 means a 34% yield). (1) The reactants are [CH3:1][C:2]1[NH:3][C:4](=[O:26])[C:5]([CH2:11][C:12]2[CH:17]=[CH:16][C:15]([C:18]3[C:19]([C:24]#[N:25])=[CH:20][CH:21]=[CH:22][CH:23]=3)=[CH:14][CH:13]=2)=[C:6]([CH2:8][CH2:9][CH3:10])[N:7]=1.[H-].[Na+].Br[CH2:30][C:31]1[CH:36]=[CH:35][C:34]([S:37]([CH3:40])(=[O:39])=[O:38])=[CH:33][CH:32]=1.[Cl-].O[NH3+:43].[C:44](=[O:47])([O-])[OH:45].[Na+]. The catalyst is C(OCC)(=O)C.CS(C)=O.CN(C)C=O. The product is [CH3:1][C:2]1[N:3]([CH2:30][C:31]2[CH:36]=[CH:35][C:34]([S:37]([CH3:40])(=[O:39])=[O:38])=[CH:33][CH:32]=2)[C:4](=[O:26])[C:5]([CH2:11][C:12]2[CH:17]=[CH:16][C:15]([C:18]3[CH:23]=[CH:22][CH:21]=[CH:20][C:19]=3[C:24]3[NH:43][C:44](=[O:47])[O:45][N:25]=3)=[CH:14][CH:13]=2)=[C:6]([CH2:8][CH2:9][CH3:10])[N:7]=1. The yield is 0.110. (2) The reactants are [CH3:1][C:2]1[C:6]([C:7]2[CH:8]=[CH:9][C:10]([C:23]([O:25][CH3:26])=[O:24])=[C:11]3[C:16]=2[O:15][CH2:14][CH:13]([C:17]2[CH:22]=[CH:21][CH:20]=[CH:19][CH:18]=2)[NH:12]3)=[C:5]([CH3:27])[O:4][N:3]=1.Cl.[N:29]([O-])=[O:30].[Na+]. The catalyst is C(OCC)(=O)C.O. The product is [CH3:1][C:2]1[C:6]([C:7]2[CH:8]=[CH:9][C:10]([C:23]([O:25][CH3:26])=[O:24])=[C:11]3[C:16]=2[O:15][CH2:14][CH:13]([C:17]2[CH:22]=[CH:21][CH:20]=[CH:19][CH:18]=2)[N:12]3[N:29]=[O:30])=[C:5]([CH3:27])[O:4][N:3]=1. The yield is 0.920. (3) The reactants are [F:1][C:2]1[CH:7]=[C:6]([F:8])[C:5]([C:9]2[CH:20]=[N:19][C:12]3[N:13]=[C:14]([NH:17][CH3:18])[N:15]=[CH:16][C:11]=3[CH:10]=2)=[CH:4][C:3]=1[NH:21][C:22]([NH:24][CH2:25][CH2:26][C:27]([CH3:30])([CH3:29])[CH3:28])=[O:23].[CH3:31][S:32]([OH:35])(=[O:34])=[O:33]. The catalyst is CO. The product is [CH3:31][S:32]([OH:35])(=[O:34])=[O:33].[F:1][C:2]1[CH:7]=[C:6]([F:8])[C:5]([C:9]2[CH:20]=[N:19][C:12]3[N:13]=[C:14]([NH:17][CH3:18])[N:15]=[CH:16][C:11]=3[CH:10]=2)=[CH:4][C:3]=1[NH:21][C:22]([NH:24][CH2:25][CH2:26][C:27]([CH3:30])([CH3:29])[CH3:28])=[O:23]. The yield is 1.78.